Dataset: Forward reaction prediction with 1.9M reactions from USPTO patents (1976-2016). Task: Predict the product of the given reaction. (1) Given the reactants [CH3:1][O:2][C:3]([C:5]1[N:6]([C:17]2[CH:22]=[CH:21][CH:20]=[C:19]([C:23]([O:25][CH3:26])=[O:24])[CH:18]=2)[C:7]2[C:12]([C:13]=1[CH2:14][CH2:15][OH:16])=[CH:11][CH:10]=[CH:9][CH:8]=2)=[O:4].[S:27](Cl)([C:30]1[CH:36]=[CH:35][C:33]([CH3:34])=[CH:32][CH:31]=1)(=[O:29])=[O:28].C(N(CC)CC)C, predict the reaction product. The product is: [CH3:1][O:2][C:3]([C:5]1[N:6]([C:17]2[CH:22]=[CH:21][CH:20]=[C:19]([C:23]([O:25][CH3:26])=[O:24])[CH:18]=2)[C:7]2[C:12]([C:13]=1[CH2:14][CH2:15][O:16][S:27]([C:30]1[CH:36]=[CH:35][C:33]([CH3:34])=[CH:32][CH:31]=1)(=[O:29])=[O:28])=[CH:11][CH:10]=[CH:9][CH:8]=2)=[O:4]. (2) Given the reactants Cl.[Cl-].[CH3:3][N:4]([CH3:7])[CH2:5][CH3:6].[C:8]([NH2:13])([CH2:11][CH3:12])([CH3:10])[CH3:9], predict the reaction product. The product is: [C:8]([NH:13][CH2:6][CH2:5][N:4]([CH3:7])[CH3:3])([CH2:11][CH3:12])([CH3:10])[CH3:9]. (3) Given the reactants [NH2:1][C:2]1[N:7]=[CH:6][N:5]=[C:4]2[N:8]([CH:20]3[CH2:25][CH2:24][N:23]([C:26]([O:28][CH2:29][C:30]4[CH:35]=[CH:34][CH:33]=[CH:32][CH:31]=4)=[O:27])[CH2:22][CH2:21]3)[N:9]=[C:10]([C:11]3[CH:16]=[CH:15][C:14]([NH2:17])=[C:13]([O:18][CH3:19])[CH:12]=3)[C:3]=12.[C:36]1([C@@H:42]2[CH2:44][C@H:43]2[C:45](Cl)=[O:46])[CH:41]=[CH:40][CH:39]=[CH:38][CH:37]=1, predict the reaction product. The product is: [NH2:1][C:2]1[N:7]=[CH:6][N:5]=[C:4]2[N:8]([CH:20]3[CH2:25][CH2:24][N:23]([C:26]([O:28][CH2:29][C:30]4[CH:31]=[CH:32][CH:33]=[CH:34][CH:35]=4)=[O:27])[CH2:22][CH2:21]3)[N:9]=[C:10]([C:11]3[CH:16]=[CH:15][C:14]([NH:17][C:45]([C@@H:43]4[CH2:44][C@H:42]4[C:36]4[CH:41]=[CH:40][CH:39]=[CH:38][CH:37]=4)=[O:46])=[C:13]([O:18][CH3:19])[CH:12]=3)[C:3]=12. (4) The product is: [CH2:1]([C:3]1[S:4][C:5]([C:17](=[O:19])[CH3:18])=[CH:6][CH:7]=1)[CH3:2]. Given the reactants [CH2:1]([C:3]1[S:4][CH:5]=[CH:6][CH:7]=1)[CH3:2].P(=O)(O)(O)O.C(O[C:17](=[O:19])[CH3:18])(=O)C, predict the reaction product.